Predict which catalyst facilitates the given reaction. From a dataset of Catalyst prediction with 721,799 reactions and 888 catalyst types from USPTO. (1) Reactant: IC.[NH:3]1[C:7]([C:8](=[O:10])[CH3:9])=[CH:6][CH:5]=[N:4]1.[C:11](=O)([O-])[O-].[K+].[K+].O. Product: [CH3:11][N:3]1[C:7]([C:8](=[O:10])[CH3:9])=[CH:6][CH:5]=[N:4]1. The catalyst class is: 10. (2) Reactant: [C:1]([O:5][C:6]([N:8]1[CH2:13][CH2:12][N:11]([C:14](=[S:20])[N:15]=[CH:16]N(C)C)[CH2:10][CH2:9]1)=[O:7])([CH3:4])([CH3:3])[CH3:2].C(N(CC)CC)C.Br[CH2:29][C:30](=[O:33])[CH2:31][CH3:32]. Product: [C:1]([O:5][C:6]([N:8]1[CH2:9][CH2:10][N:11]([C:14]2[S:20][C:29]([C:30](=[O:33])[CH2:31][CH3:32])=[CH:16][N:15]=2)[CH2:12][CH2:13]1)=[O:7])([CH3:2])([CH3:3])[CH3:4]. The catalyst class is: 8. (3) Reactant: [Br:1][C:2]1[CH:3]=[C:4]2[C:8](=[CH:9][CH:10]=1)[CH:7]([C:11]([OH:13])=[O:12])[CH2:6][CH2:5]2.Cl.[CH3:15]O. Product: [CH3:15][O:12][C:11]([CH:7]1[C:8]2[C:4](=[CH:3][C:2]([Br:1])=[CH:10][CH:9]=2)[CH2:5][CH2:6]1)=[O:13]. The catalyst class is: 12.